This data is from Reaction yield outcomes from USPTO patents with 853,638 reactions. The task is: Predict the reaction yield, written as a fraction of the theoretical maximum amount of product (1.0 means a 100% yield; for example, 0.34 means a 34% yield). (1) The reactants are [CH2:1]([C:5]1[N:6]=[C:7]([CH3:34])[N:8]([CH2:27][CH:28]([OH:33])[C:29]([CH3:32])([CH3:31])[CH3:30])[C:9](=[O:26])[C:10]=1[CH2:11][C:12]1[CH:17]=[CH:16][C:15]([C:18]2[C:19]([C:24]#[N:25])=[CH:20][CH:21]=[CH:22][CH:23]=2)=[CH:14][CH:13]=1)[CH2:2][CH2:3][CH3:4].FC(F)(F)S(O[Si](C(C)(C)C)(C)C)(=O)=O.[N:50]1C(C)=CC=CC=1C.[Cl-].O[NH3+].[C:61](=[O:64])([O-])[OH:62].[Na+]. The catalyst is C(OCC)(=O)C.CS(C)=O.O1CCCC1. The product is [CH2:1]([C:5]1[N:6]=[C:7]([CH3:34])[N:8]([CH2:27][CH:28]([OH:33])[C:29]([CH3:32])([CH3:31])[CH3:30])[C:9](=[O:26])[C:10]=1[CH2:11][C:12]1[CH:17]=[CH:16][C:15]([C:18]2[CH:23]=[CH:22][CH:21]=[CH:20][C:19]=2[C:24]2[NH:50][C:61](=[O:64])[O:62][N:25]=2)=[CH:14][CH:13]=1)[CH2:2][CH2:3][CH3:4]. The yield is 0.550. (2) The reactants are C(OC([N:8]1[CH2:21][CH:20]2[CH2:22][CH:10]([C:11]3[CH:12]=[C:13]4[C:17](=[CH:18][C:19]=32)[N:16]=[C:15]([CH3:23])[N:14]4[CH2:24][CH2:25][CH3:26])[CH2:9]1)=O)(C)(C)C.C(OCC)(=O)C.[ClH:33]. No catalyst specified. The product is [ClH:33].[CH3:23][C:15]1[N:14]([CH2:24][CH2:25][CH3:26])[C:13]2[C:17](=[CH:18][C:19]3[CH:20]4[CH2:22][CH:10]([C:11]=3[CH:12]=2)[CH2:9][NH:8][CH2:21]4)[N:16]=1. The yield is 0.340. (3) The product is [Cl:1][C:2]1[CH:3]=[C:4]2[C:13](=[C:14]3[C:19]=1[CH:18]=[CH:17][CH:16]=[N:15]3)[NH:12][S:11](=[O:21])(=[O:20])[C:10]1[C:5]2=[CH:6][C:7]([NH:27][CH2:26][CH2:25][O:24][CH3:23])=[CH:8][CH:9]=1. The catalyst is CN1C(=O)CCC1. The yield is 0.430. The reactants are [Cl:1][C:2]1[CH:3]=[C:4]2[C:13](=[C:14]3[C:19]=1[CH:18]=[CH:17][CH:16]=[N:15]3)[NH:12][S:11](=[O:21])(=[O:20])[C:10]1[C:5]2=[CH:6][C:7](F)=[CH:8][CH:9]=1.[CH3:23][O:24][CH2:25][CH2:26][NH2:27]. (4) The reactants are [Br:1][C:2]1[CH:3]=[C:4]([S:9]([NH:12][C:13]([CH3:16])([CH3:15])[CH3:14])(=[O:11])=[O:10])[C:5]([OH:8])=[N:6][CH:7]=1.I[CH:18]([CH3:20])[CH3:19].C([O-])([O-])=O.[K+].[K+]. The catalyst is CN(C=O)C. The product is [Br:1][C:2]1[CH:3]=[C:4]([S:9]([NH:12][C:13]([CH3:16])([CH3:15])[CH3:14])(=[O:10])=[O:11])[C:5]([O:8][CH:18]([CH3:20])[CH3:19])=[N:6][CH:7]=1. The yield is 0.377.